Predict the product of the given reaction. From a dataset of Forward reaction prediction with 1.9M reactions from USPTO patents (1976-2016). (1) Given the reactants Cl[C:2](Cl)([O:4]C(=O)OC(Cl)(Cl)Cl)Cl.[CH2:13]([N:15]1[C:19]2[N:20]=[C:21]([C:30]3[CH:36]=[CH:35][C:33]([NH2:34])=[CH:32][CH:31]=3)[N:22]=[C:23]([N:24]3[CH2:29][CH2:28][O:27][CH2:26][CH2:25]3)[C:18]=2[N:17]=[N:16]1)[CH3:14].CCN(CC)CC.[NH2:44][C:45]1[CH:46]=[CH:47][C:48]([C:51]([O:53][CH3:54])=[O:52])=[N:49][CH:50]=1, predict the reaction product. The product is: [CH2:13]([N:15]1[C:19]2[N:20]=[C:21]([C:30]3[CH:36]=[CH:35][C:33]([NH:34][C:2]([NH:44][C:45]4[CH:46]=[CH:47][C:48]([C:51]([O:53][CH3:54])=[O:52])=[N:49][CH:50]=4)=[O:4])=[CH:32][CH:31]=3)[N:22]=[C:23]([N:24]3[CH2:25][CH2:26][O:27][CH2:28][CH2:29]3)[C:18]=2[N:17]=[N:16]1)[CH3:14]. (2) Given the reactants CS(O[CH2:6][CH2:7][N:8]1[CH:12]=[C:11]([C:13]2[CH:18]=[C:17]([C:19]([O:21]C)=[O:20])[CH:16]=[CH:15][N:14]=2)[N:10]=[CH:9]1)(=O)=O.[F:23][C:24]1[CH:25]=[C:26]([CH:30]=[CH:31][CH:32]=1)[CH2:27][NH:28][CH3:29], predict the reaction product. The product is: [F:23][C:24]1[CH:25]=[C:26]([CH2:27][N:28]([CH3:29])[CH2:6][CH2:7][N:8]2[CH:12]=[C:11]([C:13]3[CH:18]=[C:17]([C:19]([OH:21])=[O:20])[CH:16]=[CH:15][N:14]=3)[N:10]=[CH:9]2)[CH:30]=[CH:31][CH:32]=1. (3) Given the reactants I[C:2]1[N:7]=[CH:6][N:5]=[C:4]([O:8][C:9]2[C:14]3[N:15]=[C:16]([NH2:18])[S:17][C:13]=3[CH:12]=[CH:11][CH:10]=2)[CH:3]=1.CC1(C)C(C)(C)OB([C:27]2[CH2:28][CH2:29][N:30]([C:33]([O:35][C:36]([CH3:39])([CH3:38])[CH3:37])=[O:34])[CH2:31][CH:32]=2)O1.C([O-])([O-])=O.[Na+].[Na+], predict the reaction product. The product is: [C:36]([O:35][C:33]([N:30]1[CH2:29][CH:28]=[C:27]([C:2]2[CH:3]=[C:4]([O:8][C:9]3[C:14]4[N:15]=[C:16]([NH2:18])[S:17][C:13]=4[CH:12]=[CH:11][CH:10]=3)[N:5]=[CH:6][N:7]=2)[CH2:32][CH2:31]1)=[O:34])([CH3:39])([CH3:37])[CH3:38].